Dataset: Reaction yield outcomes from USPTO patents with 853,638 reactions. Task: Predict the reaction yield, written as a fraction of the theoretical maximum amount of product (1.0 means a 100% yield; for example, 0.34 means a 34% yield). (1) The reactants are [CH3:1][O:2][C:3]1[C:12]2[C:7](=[CH:8][CH:9]=[CH:10][CH:11]=2)[CH:6]=[CH:5][C:4]=1[N:13]1[CH2:18][CH2:17][NH:16][CH2:15][CH2:14]1.C(N(CC)CC)C.[Cl:26][C:27]([Cl:32])([Cl:31])[C:28](Cl)=[O:29]. The catalyst is ClCCl. The product is [Cl:26][C:27]([Cl:32])([Cl:31])[C:28]([N:16]1[CH2:17][CH2:18][N:13]([C:4]2[CH:5]=[CH:6][C:7]3[C:12](=[CH:11][CH:10]=[CH:9][CH:8]=3)[C:3]=2[O:2][CH3:1])[CH2:14][CH2:15]1)=[O:29]. The yield is 0.723. (2) The reactants are C[O:2][CH:3](OC)[C:4]1[CH:9]=[CH:8][C:7]([C:10]([OH:19])([C:15]([F:18])([F:17])[F:16])[C:11]([F:14])([F:13])[F:12])=[CH:6][CH:5]=1.C(O)(C(F)(F)F)=O. The catalyst is C(Cl)Cl. The product is [F:12][C:11]([F:13])([F:14])[C:10]([C:7]1[CH:8]=[CH:9][C:4]([CH:3]=[O:2])=[CH:5][CH:6]=1)([OH:19])[C:15]([F:16])([F:18])[F:17]. The yield is 1.00.